Dataset: Peptide-MHC class I binding affinity with 185,985 pairs from IEDB/IMGT. Task: Regression. Given a peptide amino acid sequence and an MHC pseudo amino acid sequence, predict their binding affinity value. This is MHC class I binding data. (1) The MHC is Mamu-A01 with pseudo-sequence Mamu-A01. The peptide sequence is YSRDLICEQS. The binding affinity (normalized) is 0.466. (2) The peptide sequence is ILRNPGFAL. The MHC is HLA-B51:01 with pseudo-sequence HLA-B51:01. The binding affinity (normalized) is 0.0847.